Dataset: NCI-60 drug combinations with 297,098 pairs across 59 cell lines. Task: Regression. Given two drug SMILES strings and cell line genomic features, predict the synergy score measuring deviation from expected non-interaction effect. (1) Drug 1: CC(C)CN1C=NC2=C1C3=CC=CC=C3N=C2N. Drug 2: C1C(C(OC1N2C=NC(=NC2=O)N)CO)O. Cell line: HS 578T. Synergy scores: CSS=-1.15, Synergy_ZIP=0.710, Synergy_Bliss=-0.366, Synergy_Loewe=-1.68, Synergy_HSA=-2.15. (2) Drug 1: CCC1(CC2CC(C3=C(CCN(C2)C1)C4=CC=CC=C4N3)(C5=C(C=C6C(=C5)C78CCN9C7C(C=CC9)(C(C(C8N6C=O)(C(=O)OC)O)OC(=O)C)CC)OC)C(=O)OC)O.OS(=O)(=O)O. Drug 2: CN1C2=C(C=C(C=C2)N(CCCl)CCCl)N=C1CCCC(=O)O.Cl. Cell line: U251. Synergy scores: CSS=7.95, Synergy_ZIP=-2.06, Synergy_Bliss=-1.09, Synergy_Loewe=-0.890, Synergy_HSA=-1.27. (3) Synergy scores: CSS=65.0, Synergy_ZIP=0.984, Synergy_Bliss=-0.754, Synergy_Loewe=-1.76, Synergy_HSA=-2.09. Drug 1: CC1C(C(CC(O1)OC2CC(OC(C2O)C)OC3=CC4=CC5=C(C(=O)C(C(C5)C(C(=O)C(C(C)O)O)OC)OC6CC(C(C(O6)C)O)OC7CC(C(C(O7)C)O)OC8CC(C(C(O8)C)O)(C)O)C(=C4C(=C3C)O)O)O)O. Drug 2: C#CCC(CC1=CN=C2C(=N1)C(=NC(=N2)N)N)C3=CC=C(C=C3)C(=O)NC(CCC(=O)O)C(=O)O. Cell line: HOP-62. (4) Drug 1: CC(C)(C#N)C1=CC(=CC(=C1)CN2C=NC=N2)C(C)(C)C#N. Drug 2: COC1=C2C(=CC3=C1OC=C3)C=CC(=O)O2. Cell line: SW-620. Synergy scores: CSS=-9.95, Synergy_ZIP=3.47, Synergy_Bliss=-2.26, Synergy_Loewe=-7.87, Synergy_HSA=-8.16. (5) Drug 1: CCN(CC)CCNC(=O)C1=C(NC(=C1C)C=C2C3=C(C=CC(=C3)F)NC2=O)C. Drug 2: C1CNP(=O)(OC1)N(CCCl)CCCl. Cell line: SR. Synergy scores: CSS=8.52, Synergy_ZIP=0.00209, Synergy_Bliss=-3.67, Synergy_Loewe=5.86, Synergy_HSA=-5.29. (6) Drug 1: CS(=O)(=O)CCNCC1=CC=C(O1)C2=CC3=C(C=C2)N=CN=C3NC4=CC(=C(C=C4)OCC5=CC(=CC=C5)F)Cl. Drug 2: CC1C(C(CC(O1)OC2CC(OC(C2O)C)OC3=CC4=CC5=C(C(=O)C(C(C5)C(C(=O)C(C(C)O)O)OC)OC6CC(C(C(O6)C)O)OC7CC(C(C(O7)C)O)OC8CC(C(C(O8)C)O)(C)O)C(=C4C(=C3C)O)O)O)O. Cell line: SK-OV-3. Synergy scores: CSS=41.0, Synergy_ZIP=-1.62, Synergy_Bliss=-0.198, Synergy_Loewe=-12.9, Synergy_HSA=0.0431. (7) Drug 1: C(=O)(N)NO. Drug 2: CCN(CC)CCCC(C)NC1=C2C=C(C=CC2=NC3=C1C=CC(=C3)Cl)OC. Cell line: HS 578T. Synergy scores: CSS=-2.27, Synergy_ZIP=-0.898, Synergy_Bliss=-2.26, Synergy_Loewe=-6.57, Synergy_HSA=-3.40.